This data is from Forward reaction prediction with 1.9M reactions from USPTO patents (1976-2016). The task is: Predict the product of the given reaction. (1) Given the reactants [C:1]([C@H:5]1[CH2:10][CH2:9][C@H:8]([O:11][C:12]2[CH:13]=[C:14]3[C:19](=[CH:20][CH:21]=2)[N:18]=[C:17]([CH2:22][N:23]2[CH2:26][CH:25]([C:27]([OH:29])=[O:28])[CH2:24]2)[CH:16]=[C:15]3[CH:30]2[CH2:32][CH2:31]2)[CH2:7][CH2:6]1)([CH3:4])([CH3:3])[CH3:2].[C:33]([C@H]1CC[C@H](OC2C=C3C(=CC=2)N=C(CN2CCC(C(O)=O)C2)C=C3C)CC1)(C)(C)C, predict the reaction product. The product is: [C:1]([C@H:5]1[CH2:6][CH2:7][C@H:8]([O:11][C:12]2[CH:13]=[C:14]3[C:19](=[CH:20][CH:21]=2)[N:18]=[C:17]([CH2:22][N:23]2[CH2:33][CH2:26][CH:25]([C:27]([OH:29])=[O:28])[CH2:24]2)[CH:16]=[C:15]3[CH:30]2[CH2:32][CH2:31]2)[CH2:9][CH2:10]1)([CH3:4])([CH3:3])[CH3:2]. (2) Given the reactants [C:1]([O:3][CH2:4][CH3:5])#[CH:2].[Li]CCCC.[CH:11]1([CH:16]=[O:17])[CH2:15][CH2:14][CH2:13][CH2:12]1.[NH4+].[Cl-], predict the reaction product. The product is: [CH:11]1([CH:16]([OH:17])[C:2]#[C:1][O:3][CH2:4][CH3:5])[CH2:15][CH2:14][CH2:13][CH2:12]1. (3) Given the reactants C(C1N=C(N2CCC(F)(F)C2)C2C(=NN(CC)N=2)N=1)(C)(C)C.[C:23]([NH:27][C:28]1[N:29]=[C:30]([N:37]2[CH2:41][CH2:40][C:39]([F:43])([F:42])[CH2:38]2)[C:31]2[N:36]=[N:35][NH:34][C:32]=2[N:33]=1)([CH3:26])([CH3:25])[CH3:24].[Cl:44][C:45]1[C:46]([CH2:51]Cl)=[N:47][CH:48]=[CH:49][CH:50]=1, predict the reaction product. The product is: [C:23]([NH:27][C:28]1[N:29]=[C:30]([N:37]2[CH2:41][CH2:40][C:39]([F:42])([F:43])[CH2:38]2)[C:31]2[C:32](=[N:34][N:35]([CH2:51][C:46]3[C:45]([Cl:44])=[CH:50][CH:49]=[CH:48][N:47]=3)[N:36]=2)[N:33]=1)([CH3:26])([CH3:24])[CH3:25]. (4) Given the reactants [CH3:1][N:2]([CH3:9])[CH2:3]/[CH:4]=[CH:5]/[C:6](O)=[O:7].C(Cl)(=O)C(Cl)=O.[Cl:16][C:17]1[CH:18]=[C:19]([NH:24][C:25]2[C:34]3[C:29](=[CH:30][C:31]([O:36][C@H:37]4[CH2:41][CH2:40][O:39][CH2:38]4)=[C:32]([NH2:35])[CH:33]=3)[N:28]=[CH:27][N:26]=2)[CH:20]=[CH:21][C:22]=1[F:23].CN(C)C/C=C/C(Cl)=O, predict the reaction product. The product is: [CH3:1][N:2]([CH2:3]/[CH:4]=[CH:5]/[C:6]([NH:35][C:32]1[CH:33]=[C:34]2[C:25]([NH:24][C:19]3[CH:20]=[CH:21][C:22]([F:23])=[C:17]([Cl:16])[CH:18]=3)=[N:26][CH:27]=[N:28][C:29]2=[CH:30][C:31]=1[O:36][C@@H:37]1[CH2:38][O:39][CH2:40][CH2:41]1)=[O:7])[CH3:9].